From a dataset of Reaction yield outcomes from USPTO patents with 853,638 reactions. Predict the reaction yield, written as a fraction of the theoretical maximum amount of product (1.0 means a 100% yield; for example, 0.34 means a 34% yield). The reactants are C(OC([N:11]1[CH2:17][C@H:16]2[C@:13]([NH:19][C:20]([O:22][C:23]([CH3:26])([CH3:25])[CH3:24])=[O:21])([CH2:14][C@H:15]2[CH3:18])[CH2:12]1)=O)C1C=CC=CC=1.[H][H]. The catalyst is CO.[C].[Pd]. The product is [C:23]([O:22][C:20]([NH:19][C@:13]12[CH2:14][C@@H:15]([CH3:18])[C@H:16]1[CH2:17][NH:11][CH2:12]2)=[O:21])([CH3:26])([CH3:24])[CH3:25]. The yield is 0.850.